From a dataset of Catalyst prediction with 721,799 reactions and 888 catalyst types from USPTO. Predict which catalyst facilitates the given reaction. (1) Reactant: [O:1]1[C:5]([C:6]2[CH:11]=[CH:10][C:9]([C:12]([NH2:15])([CH3:14])[CH3:13])=[CH:8][CH:7]=2)=[CH:4][CH:3]=[N:2]1.[C:16](O[C:16]([O:18][C:19]([CH3:22])([CH3:21])[CH3:20])=[O:17])([O:18][C:19]([CH3:22])([CH3:21])[CH3:20])=[O:17]. The catalyst class is: 11. Product: [O:1]1[C:5]([C:6]2[CH:11]=[CH:10][C:9]([C:12]([NH:15][C:16](=[O:17])[O:18][C:19]([CH3:22])([CH3:21])[CH3:20])([CH3:13])[CH3:14])=[CH:8][CH:7]=2)=[CH:4][CH:3]=[N:2]1. (2) Reactant: [OH:1][C@@H:2]1[CH2:7][C@@H:6]2[CH2:8][CH2:9][C@H:3]1[C@@H:4]([C:10]([O:12]CC)=[O:11])[NH:5]2.[OH-].[Na+].[C:17](O[C:17]([O:19][C:20]([CH3:23])([CH3:22])[CH3:21])=[O:18])([O:19][C:20]([CH3:23])([CH3:22])[CH3:21])=[O:18]. Product: [C:20]([O:19][C:17]([N:5]1[C@H:4]([C:10]([OH:12])=[O:11])[C@@H:3]2[CH2:9][CH2:8][C@H:6]1[CH2:7][C@H:2]2[OH:1])=[O:18])([CH3:23])([CH3:22])[CH3:21]. The catalyst class is: 12. (3) Reactant: O[Li].O.C[O:5][C:6](=[O:28])[CH2:7][NH:8][C@@H:9]1[CH2:11][C@H:10]1[C:12]1[CH:17]=[CH:16][C:15]([O:18][CH2:19][C:20]2[CH:25]=[CH:24][C:23]([C:26]#[N:27])=[CH:22][CH:21]=2)=[CH:14][CH:13]=1.[C:29](O[C:29]([O:31][C:32]([CH3:35])([CH3:34])[CH3:33])=[O:30])([O:31][C:32]([CH3:35])([CH3:34])[CH3:33])=[O:30]. Product: [C:32]([O:31][C:29]([N:8]([CH2:7][C:6]([OH:5])=[O:28])[C@@H:9]1[CH2:11][C@H:10]1[C:12]1[CH:13]=[CH:14][C:15]([O:18][CH2:19][C:20]2[CH:25]=[CH:24][C:23]([C:26]#[N:27])=[CH:22][CH:21]=2)=[CH:16][CH:17]=1)=[O:30])([CH3:35])([CH3:34])[CH3:33]. The catalyst class is: 90. (4) Reactant: Cl[C:2]1[C:7]([C:8]([O:10][CH2:11][CH3:12])=[O:9])=[CH:6][N:5]=[C:4]([Cl:13])[CH:3]=1.CCN(C(C)C)C(C)C.[NH2:23][C@@H:24]([CH3:27])[CH2:25][OH:26]. Product: [Cl:13][C:4]1[CH:3]=[C:2]([NH:23][C@@H:24]([CH3:27])[CH2:25][OH:26])[C:7]([C:8]([O:10][CH2:11][CH3:12])=[O:9])=[CH:6][N:5]=1. The catalyst class is: 44. (5) Reactant: CCCCCC.C([Li])CCC.[CH2:12]([O:19][C:20]1[CH:25]=[CH:24][C:23]([F:26])=[CH:22][C:21]=1Br)[C:13]1[CH:18]=[CH:17][CH:16]=[CH:15][CH:14]=1.[CH3:28][O:29][C:30]1[CH:37]=[CH:36][C:33]([CH:34]=[O:35])=[CH:32][CH:31]=1.[Cl-].[NH4+]. Product: [CH2:12]([O:19][C:20]1[CH:25]=[CH:24][C:23]([F:26])=[CH:22][C:21]=1[CH:34]([C:33]1[CH:36]=[CH:37][C:30]([O:29][CH3:28])=[CH:31][CH:32]=1)[OH:35])[C:13]1[CH:18]=[CH:17][CH:16]=[CH:15][CH:14]=1. The catalyst class is: 1. (6) Reactant: Br[C:2]1[CH:7]=[CH:6][C:5]([O:8][CH3:9])=[CH:4][C:3]=1[C:10]([F:13])([F:12])[F:11].[NH:14]1[CH2:19][CH2:18][CH2:17][CH2:16][CH2:15]1.[Cl-].C(C1C=CC=C(C(C)C)C=1C1NC=C[N+]=1C1C(C(C)C)=CC=CC=1C(C)C)(C)C. Product: [CH3:9][O:8][C:5]1[CH:6]=[CH:7][C:2]([N:14]2[CH2:19][CH2:18][CH2:17][CH2:16][CH2:15]2)=[C:3]([C:10]([F:13])([F:12])[F:11])[CH:4]=1. The catalyst class is: 62.